This data is from NCI-60 drug combinations with 297,098 pairs across 59 cell lines. The task is: Regression. Given two drug SMILES strings and cell line genomic features, predict the synergy score measuring deviation from expected non-interaction effect. (1) Drug 1: CC1C(C(=O)NC(C(=O)N2CCCC2C(=O)N(CC(=O)N(C(C(=O)O1)C(C)C)C)C)C(C)C)NC(=O)C3=C4C(=C(C=C3)C)OC5=C(C(=O)C(=C(C5=N4)C(=O)NC6C(OC(=O)C(N(C(=O)CN(C(=O)C7CCCN7C(=O)C(NC6=O)C(C)C)C)C)C(C)C)C)N)C. Drug 2: CCC(=C(C1=CC=CC=C1)C2=CC=C(C=C2)OCCN(C)C)C3=CC=CC=C3.C(C(=O)O)C(CC(=O)O)(C(=O)O)O. Cell line: LOX IMVI. Synergy scores: CSS=15.8, Synergy_ZIP=11.5, Synergy_Bliss=12.5, Synergy_Loewe=17.8, Synergy_HSA=14.7. (2) Drug 1: COC1=NC(=NC2=C1N=CN2C3C(C(C(O3)CO)O)O)N. Drug 2: CC1CCC2CC(C(=CC=CC=CC(CC(C(=O)C(C(C(=CC(C(=O)CC(OC(=O)C3CCCCN3C(=O)C(=O)C1(O2)O)C(C)CC4CCC(C(C4)OC)O)C)C)O)OC)C)C)C)OC. Cell line: SK-MEL-5. Synergy scores: CSS=12.7, Synergy_ZIP=-1.10, Synergy_Bliss=0.315, Synergy_Loewe=-1.78, Synergy_HSA=0.807. (3) Drug 1: CC1=C(N=C(N=C1N)C(CC(=O)N)NCC(C(=O)N)N)C(=O)NC(C(C2=CN=CN2)OC3C(C(C(C(O3)CO)O)O)OC4C(C(C(C(O4)CO)O)OC(=O)N)O)C(=O)NC(C)C(C(C)C(=O)NC(C(C)O)C(=O)NCCC5=NC(=CS5)C6=NC(=CS6)C(=O)NCCC[S+](C)C)O. Drug 2: C1=NC2=C(N1)C(=S)N=CN2. Cell line: OVCAR-8. Synergy scores: CSS=52.5, Synergy_ZIP=-6.94, Synergy_Bliss=-1.20, Synergy_Loewe=2.17, Synergy_HSA=4.35. (4) Drug 1: CS(=O)(=O)CCNCC1=CC=C(O1)C2=CC3=C(C=C2)N=CN=C3NC4=CC(=C(C=C4)OCC5=CC(=CC=C5)F)Cl. Cell line: SK-MEL-2. Drug 2: N.N.Cl[Pt+2]Cl. Synergy scores: CSS=46.8, Synergy_ZIP=-2.17, Synergy_Bliss=-0.128, Synergy_Loewe=-9.03, Synergy_HSA=-0.681. (5) Drug 1: C1CCC(C1)C(CC#N)N2C=C(C=N2)C3=C4C=CNC4=NC=N3. Drug 2: COC1=C2C(=CC3=C1OC=C3)C=CC(=O)O2. Cell line: CAKI-1. Synergy scores: CSS=7.05, Synergy_ZIP=-5.18, Synergy_Bliss=-3.66, Synergy_Loewe=-11.5, Synergy_HSA=-5.45. (6) Drug 1: CS(=O)(=O)C1=CC(=C(C=C1)C(=O)NC2=CC(=C(C=C2)Cl)C3=CC=CC=N3)Cl. Drug 2: C1CCN(CC1)CCOC2=CC=C(C=C2)C(=O)C3=C(SC4=C3C=CC(=C4)O)C5=CC=C(C=C5)O. Cell line: HCT-15. Synergy scores: CSS=19.8, Synergy_ZIP=5.64, Synergy_Bliss=9.48, Synergy_Loewe=8.63, Synergy_HSA=8.71. (7) Drug 1: CS(=O)(=O)C1=CC(=C(C=C1)C(=O)NC2=CC(=C(C=C2)Cl)C3=CC=CC=N3)Cl. Drug 2: CC1=C(C(=O)C2=C(C1=O)N3CC4C(C3(C2COC(=O)N)OC)N4)N. Cell line: UACC62. Synergy scores: CSS=37.3, Synergy_ZIP=1.67, Synergy_Bliss=3.19, Synergy_Loewe=-25.5, Synergy_HSA=3.10.